Dataset: Full USPTO retrosynthesis dataset with 1.9M reactions from patents (1976-2016). Task: Predict the reactants needed to synthesize the given product. (1) Given the product [F:20][C:21]([F:32])([F:31])[C:22](=[O:23])[CH2:7][C:8]([C:11]1[CH:16]=[C:15]([CH3:17])[CH:14]=[CH:13][C:12]=1[O:18][CH3:19])([CH3:10])[CH3:9], predict the reactants needed to synthesize it. The reactants are: [Mg].BrC(Br)C.Cl[CH2:7][C:8]([C:11]1[CH:16]=[C:15]([CH3:17])[CH:14]=[CH:13][C:12]=1[O:18][CH3:19])([CH3:10])[CH3:9].[F:20][C:21]([F:32])([F:31])[C:22](O[C:22](=[O:23])[C:21]([F:32])([F:31])[F:20])=[O:23].Cl. (2) The reactants are: [CH3:1][C:2]([O:11][C:12]1[CH:18]=[CH:17][C:15](N)=[CH:14][CH:13]=1)([CH3:10])[CH2:3][N:4]1[CH2:9][CH2:8][CH2:7][CH2:6][CH2:5]1.O.C1(C)C=CC(S(O)(=O)=O)=CC=1.N(OC(C)(C)C)=O.[Br-:38].[Na+]. Given the product [Br:38][C:15]1[CH:17]=[CH:18][C:12]([O:11][C:2]([CH3:10])([CH3:1])[CH2:3][N:4]2[CH2:9][CH2:8][CH2:7][CH2:6][CH2:5]2)=[CH:13][CH:14]=1, predict the reactants needed to synthesize it.